From a dataset of Full USPTO retrosynthesis dataset with 1.9M reactions from patents (1976-2016). Predict the reactants needed to synthesize the given product. (1) Given the product [F:1][C:2]1[CH:3]=[CH:4][C:5]([C:8]2[N:13]=[CH:12][NH:11][C:10](=[O:14])[C:9]=2[OH:15])=[CH:6][CH:7]=1, predict the reactants needed to synthesize it. The reactants are: [F:1][C:2]1[CH:7]=[CH:6][C:5]([C:8]2[N:13]=[CH:12][NH:11][C:10](=[O:14])[C:9]=2[O:15]C)=[CH:4][CH:3]=1.C(Cl)Cl.B(Br)(Br)Br. (2) Given the product [Cl:30][C:27]1[CH:28]=[CH:29][C:24]([CH2:23][NH:1][N:2]2[C:7](=[O:8])[C:6]3[CH:9]=[CH:10][CH:11]=[N:12][C:5]=3[N:4]=[C:3]2[C:13]2[CH:14]=[N:15][CH:16]=[C:17]([Cl:19])[CH:18]=2)=[C:25]([F:31])[CH:26]=1, predict the reactants needed to synthesize it. The reactants are: [NH2:1][N:2]1[C:7](=[O:8])[C:6]2[CH:9]=[CH:10][CH:11]=[N:12][C:5]=2[N:4]=[C:3]1[C:13]1[CH:14]=[N:15][CH:16]=[C:17]([Cl:19])[CH:18]=1.[H-].[Na+].Br[CH2:23][C:24]1[CH:29]=[CH:28][C:27]([Cl:30])=[CH:26][C:25]=1[F:31]. (3) Given the product [CH3:27][CH:26]([CH3:28])[CH2:25][C@H:20]([NH:19][C:15]([C:7]1[CH:6]=[N:5][C:4]([CH:1]2[CH2:2][CH2:3]2)=[C:9]([O:10][CH2:11][CH:12]2[CH2:13][CH2:14]2)[N:8]=1)=[O:17])[C:21](=[O:22])[NH:23][CH3:24], predict the reactants needed to synthesize it. The reactants are: [CH:1]1([C:4]2[N:5]=[CH:6][C:7]([C:15]([OH:17])=O)=[N:8][C:9]=2[O:10][CH2:11][CH:12]2[CH2:14][CH2:13]2)[CH2:3][CH2:2]1.Cl.[NH2:19][C@@H:20]([CH2:25][CH:26]([CH3:28])[CH3:27])[C:21]([NH:23][CH3:24])=[O:22]. (4) Given the product [CH2:1]([C:5]1([CH2:10][CH3:11])[CH2:6][O:7][C:34]2([O:35][CH2:36][C:17]([CH2:16][CH2:15][CH2:14][CH3:13])([CH2:12][CH3:18])[CH2:31][O:33]2)[O:9][CH2:8]1)[CH2:2][CH2:3][CH3:4], predict the reactants needed to synthesize it. The reactants are: [CH2:1]([C:5]([CH2:10][CH3:11])([CH2:8][OH:9])[CH2:6][OH:7])[CH2:2][CH2:3][CH3:4].[C:12]1([CH3:18])[CH:17]=[CH:16][CH:15]=[CH:14][CH:13]=1.C(C1C=CC(S(O)(=O)=O)=CC=1)C.[CH2:31]([O:33][C:34](OCC)(OCC)[O:35][CH2:36]C)C. (5) Given the product [Br:46][C:9]1[CH:10]=[CH:11][C:12]([C@@H:15]2[CH2:20][CH2:19][C:17](=[CH:21][C:22]([O:24][CH2:25][CH3:26])=[O:23])[CH2:16]2)=[CH:13][CH:14]=1, predict the reactants needed to synthesize it. The reactants are: C(O[C:9]1[CH:14]=[CH:13][C:12]([CH:15]2[CH2:20][CH2:19]C[C:17](=[CH:21][C:22]([O:24][CH2:25][CH3:26])=[O:23])[CH2:16]2)=[CH:11][CH:10]=1)C1C=CC=CC=1.NC1C=CC(C2CCCC(CC(OCC)=O)C2)=CC=1.[Br:46]C1C=CC([C@@H]2CCC(=O)C2)=CC=1. (6) Given the product [Br:1][C:2]1[CH:7]=[CH:6][CH:5]=[CH:4][C:3]=1[O:16][CH:14]1[CH2:15][C:10]([CH3:19])([CH3:9])[NH:11][C:12]([CH3:18])([CH3:17])[CH2:13]1, predict the reactants needed to synthesize it. The reactants are: [Br:1][C:2]1[CH:7]=[CH:6][CH:5]=[CH:4][C:3]=1F.[CH3:9][C:10]1([CH3:19])[CH2:15][CH:14]([OH:16])[CH2:13][C:12]([CH3:18])([CH3:17])[NH:11]1. (7) Given the product [C:35]1([CH:7]([C:1]2[CH:2]=[CH:3][CH:4]=[CH:5][CH:6]=2)[O:8][C:9]2[CH:30]=[CH:29][C:12]([CH2:13][NH:14][C:15]3[CH:20]=[CH:19][C:18]([CH2:21][CH2:22][C:23]([OH:25])=[O:24])=[C:17]([F:28])[CH:16]=3)=[CH:11][C:10]=2[CH2:31][CH:32]([CH3:33])[CH3:34])[CH:36]=[CH:37][CH:38]=[CH:39][CH:40]=1, predict the reactants needed to synthesize it. The reactants are: [C:1]1([CH:7]([C:35]2[CH:40]=[CH:39][CH:38]=[CH:37][CH:36]=2)[O:8][C:9]2[CH:30]=[CH:29][C:12]([CH2:13][NH:14][C:15]3[CH:20]=[CH:19][C:18]([CH2:21][CH2:22][C:23]([O:25]CC)=[O:24])=[C:17]([F:28])[CH:16]=3)=[CH:11][C:10]=2[CH2:31][CH:32]([CH3:34])[CH3:33])[CH:6]=[CH:5][CH:4]=[CH:3][CH:2]=1.[OH-].[K+].O.C(O)(=O)CC(CC(O)=O)(C(O)=O)O. (8) Given the product [CH3:21][O:20][C:13]1[CH:12]=[C:11]([O:10][CH2:9][CH2:8][N:5]2[CH2:4][CH2:3][N:2]([CH3:1])[CH2:7][CH2:6]2)[CH:16]=[CH:15][C:14]=1[NH2:17], predict the reactants needed to synthesize it. The reactants are: [CH3:1][N:2]1[CH2:7][CH2:6][N:5]([CH2:8][CH2:9][O:10][C:11]2[CH:16]=[CH:15][C:14]([N+:17]([O-])=O)=[C:13]([O:20][CH3:21])[CH:12]=2)[CH2:4][CH2:3]1. (9) Given the product [Br:1][C:2]1[C:3]([NH:16][C:17]2[CH:21]=[C:20]([CH3:22])[NH:19][N:18]=2)=[N:4][C:5]([NH:8][CH2:9][CH2:10][C:11]2[O:27][CH:26]=[CH:15][CH:12]=2)=[N:6][CH:7]=1, predict the reactants needed to synthesize it. The reactants are: [Br:1][C:2]1[C:3]([NH:16][C:17]2[CH:21]=[C:20]([CH3:22])[NH:19][N:18]=2)=[N:4][C:5]([NH:8][CH2:9][C:10]2ON=[C:12]([CH3:15])[CH:11]=2)=[N:6][CH:7]=1.NCC[C:26]1[O:27]C=CC=1.